Dataset: Catalyst prediction with 721,799 reactions and 888 catalyst types from USPTO. Task: Predict which catalyst facilitates the given reaction. Reactant: [C:1]([S:20][CH2:21][CH2:22][NH:23][C:24](=[O:31])[C:25]1[CH:30]=[CH:29][CH:28]=[CH:27][CH:26]=1)([C:14]1[CH:19]=[CH:18][CH:17]=[CH:16][CH:15]=1)([C:8]1[CH:13]=[CH:12][CH:11]=[CH:10][CH:9]=1)[C:2]1[CH:7]=[CH:6][CH:5]=[CH:4][CH:3]=1.CN1[C:37](=[O:38])CCC1.[S:39](Cl)([CH3:42])(=[O:41])=[O:40]. Product: [C:1]([S:20][CH2:21][CH2:22][NH:23][C:24]([C:25]1[CH:30]=[CH:29][C:28]([CH2:37][O:38][S:39]([CH3:42])(=[O:41])=[O:40])=[CH:27][CH:26]=1)=[O:31])([C:8]1[CH:13]=[CH:12][CH:11]=[CH:10][CH:9]=1)([C:14]1[CH:15]=[CH:16][CH:17]=[CH:18][CH:19]=1)[C:2]1[CH:3]=[CH:4][CH:5]=[CH:6][CH:7]=1. The catalyst class is: 1.